Task: Predict the reaction yield, written as a fraction of the theoretical maximum amount of product (1.0 means a 100% yield; for example, 0.34 means a 34% yield).. Dataset: Reaction yield outcomes from USPTO patents with 853,638 reactions (1) The yield is 0.450. The product is [Br:28][CH2:27][C:3]1[C:2]([CH3:1])=[CH:26][C:6]2[N:7]=[C:8]3[C:13]([N:14]([CH2:15][CH2:16][CH2:17][CH2:18][CH2:19][CH2:20][C:21]([OH:23])=[O:22])[C:5]=2[CH:4]=1)=[N:12][C:11](=[O:24])[NH:10][C:9]3=[O:25]. The catalyst is O1CCOCC1. The reactants are [CH3:1][C:2]1[C:3]([CH3:27])=[CH:4][C:5]2[N:14]([CH2:15][CH2:16][CH2:17][CH2:18][CH2:19][CH2:20][C:21]([OH:23])=[O:22])[C:13]3[C:8]([C:9](=[O:25])[NH:10][C:11](=[O:24])[N:12]=3)=[N:7][C:6]=2[CH:26]=1.[Br:28]Br.C(OOC(=O)C1C=CC=CC=1)(=O)C1C=CC=CC=1. (2) The reactants are [N+:1]([C:4]1[CH:9]=[CH:8][C:7]([C:10]2[CH:15]=[CH:14][C:13]([O:16][CH:17]3[CH:22]4[CH2:23][CH2:24][N:19]([CH2:20][CH2:21]4)[CH2:18]3)=[CH:12][CH:11]=2)=[CH:6][CH:5]=1)([O-])=O. The catalyst is CO.[Pd]. The product is [N:19]12[CH2:20][CH2:21][CH:22]([CH2:23][CH2:24]1)[CH:17]([O:16][C:13]1[CH:12]=[CH:11][C:10]([C:7]3[CH:8]=[CH:9][C:4]([NH2:1])=[CH:5][CH:6]=3)=[CH:15][CH:14]=1)[CH2:18]2. The yield is 0.650.